Dataset: Full USPTO retrosynthesis dataset with 1.9M reactions from patents (1976-2016). Task: Predict the reactants needed to synthesize the given product. (1) Given the product [OH:18][C@H:19]([C:27]1[CH:36]=[CH:35][C:30]2[C:31](=[O:34])[O:32][CH2:33][C:29]=2[C:28]=1[CH3:37])[CH2:20][N:21]1[CH2:26][CH2:25][N:24]([CH2:2][C:3]([C:5]2[C:14]([CH3:15])=[CH:13][C:8]3[C:9](=[O:12])[O:10][CH2:11][C:7]=3[C:6]=2[CH3:16])=[O:4])[CH2:23][CH2:22]1, predict the reactants needed to synthesize it. The reactants are: Br[CH2:2][C:3]([C:5]1[C:14]([CH3:15])=[CH:13][C:8]2[C:9](=[O:12])[O:10][CH2:11][C:7]=2[C:6]=1[CH3:16])=[O:4].[Cl-].[OH:18][C@H:19]([C:27]1[CH:36]=[CH:35][C:30]2[C:31](=[O:34])[O:32][CH2:33][C:29]=2[C:28]=1[CH3:37])[CH2:20][NH+:21]1[CH2:26][CH2:25][NH:24][CH2:23][CH2:22]1. (2) Given the product [NH2:17][CH2:16][C:10]1[NH:11][C:12](=[O:15])[C:13]2[O:14][C:5]3[CH:4]=[CH:3][C:2]([Br:1])=[CH:7][C:6]=3[C:8]=2[N:9]=1, predict the reactants needed to synthesize it. The reactants are: [Br:1][C:2]1[CH:3]=[CH:4][C:5]2[O:14][C:13]3[C:12](=[O:15])[NH:11][C:10]([CH2:16][N:17]4C(=O)C5C(=CC=CC=5)C4=O)=[N:9][C:8]=3[C:6]=2[CH:7]=1.O.NN. (3) Given the product [CH2:1]([NH:3][C:4]([NH:6][C:7]1[N:12]=[CH:11][C:10]([C:13]2[C:14]([O:23][CH3:24])=[N:15][CH:16]=[C:17]([C:19]([NH:21][NH2:22])=[O:20])[CH:18]=2)=[C:9]([C:33]2[S:34][CH:35]=[C:36]([C:38]([F:39])([F:41])[F:40])[N:37]=2)[CH:8]=1)=[O:5])[CH3:2], predict the reactants needed to synthesize it. The reactants are: [CH2:1]([NH:3][C:4]([NH:6][C:7]1[N:12]=[CH:11][C:10]([C:13]2[C:14]([O:23][CH2:24]CN3CCN(C)CC3)=[N:15][CH:16]=[C:17]([C:19]([NH:21][NH2:22])=[O:20])[CH:18]=2)=[C:9]([C:33]2[S:34][CH:35]=[C:36]([C:38]([F:41])([F:40])[F:39])[N:37]=2)[CH:8]=1)=[O:5])[CH3:2].C(NC(=O)NC1N=CC(C2C(OC)=NC=C(C(OC)=O)C=2)=C(C2SC=C(C(F)(F)F)N=2)C=1)C. (4) Given the product [Br:1][C:2]1[CH:8]=[CH:7][C:5]([NH:6][C:11]2[O:12][C:13]3[CH:19]=[CH:18][CH:17]=[CH:16][C:14]=3[N:15]=2)=[C:4]([F:9])[CH:3]=1, predict the reactants needed to synthesize it. The reactants are: [Br:1][C:2]1[CH:8]=[CH:7][C:5]([NH2:6])=[C:4]([F:9])[CH:3]=1.Cl[C:11]1[O:12][C:13]2[CH:19]=[CH:18][CH:17]=[CH:16][C:14]=2[N:15]=1. (5) Given the product [ClH:36].[CH2:1]([O:8][C:9]1[CH:14]=[CH:13][C:12]([C:15]2[N:16]([CH:27]3[CH2:32][CH2:31][CH2:30][CH:29]=[CH:28]3)[C:17]3[CH:22]=[C:21]([C:23]([OH:25])=[O:24])[S:20][C:18]=3[N:19]=2)=[C:11]([F:33])[CH:10]=1)[C:2]1[CH:7]=[CH:6][CH:5]=[CH:4][CH:3]=1, predict the reactants needed to synthesize it. The reactants are: [CH2:1]([O:8][C:9]1[CH:14]=[CH:13][C:12]([C:15]2[N:16]([CH:27]3[CH2:32][CH2:31][CH2:30][CH:29]=[CH:28]3)[C:17]3[CH:22]=[C:21]([C:23]([O:25]C)=[O:24])[S:20][C:18]=3[N:19]=2)=[C:11]([F:33])[CH:10]=1)[C:2]1[CH:7]=[CH:6][CH:5]=[CH:4][CH:3]=1.[OH-].[Na+].[ClH:36]. (6) Given the product [F:2][C:17]1[CH:65]=[C:63]([N:59]2[CH2:58][CH2:57][CH2:62][C@@H:60]2[C:39]2[C:38](=[O:49])[C:37]3[C:42](=[CH:33][CH:34]=[C:35]([C:50]([N:55]([CH3:56])[CH3:54])=[O:51])[CH:36]=3)[O:41][C:40]=2[N:43]2[CH2:44][CH2:45][O:46][CH2:47][CH2:48]2)[CH:64]=[CH:19][CH:18]=1, predict the reactants needed to synthesize it. The reactants are: [B-](F)(F)(F)[F:2].CN(C(ON1[C:19](=O)[CH2:18][CH2:17]C1=O)=[N+](C)C)C.FC1C=C(N2CCC[C@@H]2[C:33]2[CH:34]=[C:35]([C:50](O)=[O:51])[CH:36]=[C:37]3[C:42]=2[O:41][C:40]([N:43]2[CH2:48][CH2:47][O:46][CH2:45][CH2:44]2)=[CH:39][C:38]3=[O:49])C=CC=1.Cl.[CH3:54][NH:55][CH3:56].[CH3:57][CH2:58][N:59]([CH:63]([CH3:65])[CH3:64])[CH:60]([CH3:62])C.